Task: Predict which catalyst facilitates the given reaction.. Dataset: Catalyst prediction with 721,799 reactions and 888 catalyst types from USPTO (1) Reactant: [CH2:1]1[C:9]2[C:4](=[CH:5][CH:6]=[CH:7][CH:8]=2)[CH2:3][CH:2]1[C:10]([O:12][CH2:13][CH3:14])=[O:11].[CH2:15](Br)[CH:16]=[CH2:17]. Product: [CH2:17]([C:2]1([C:10]([O:12][CH2:13][CH3:14])=[O:11])[CH2:1][C:9]2[C:4](=[CH:5][CH:6]=[CH:7][CH:8]=2)[CH2:3]1)[CH:16]=[CH2:15]. The catalyst class is: 1. (2) Reactant: [C:1]([C:3]1[CH:8]=[C:7]([O:9][C:10]2[CH:15]=[CH:14][C:13]([NH:16][C:17]([NH:19][C:20]3[N:24]([C:25]4[CH:26]=[C:27]5[C:32](=[CH:33][CH:34]=4)[N:31]=[CH:30][CH:29]=[CH:28]5)[N:23]=[C:22]([CH:35]([CH3:37])[CH3:36])[CH:21]=3)=[O:18])=[C:12]([F:38])[CH:11]=2)[CH:6]=[CH:5][N:4]=1)#[N:2].C([NH:42][C@H](C(O)=O)CS)(=O)C.C([O-])(=O)C.[NH4+].C([O-])([O-])=O.[K+].[K+]. Product: [C:1]([C:3]1[CH:8]=[C:7]([O:9][C:10]2[CH:15]=[CH:14][C:13]([NH:16][C:17]([NH:19][C:20]3[N:24]([C:25]4[CH:26]=[C:27]5[C:32](=[CH:33][CH:34]=4)[N:31]=[CH:30][CH:29]=[CH:28]5)[N:23]=[C:22]([CH:35]([CH3:36])[CH3:37])[CH:21]=3)=[O:18])=[C:12]([F:38])[CH:11]=2)[CH:6]=[CH:5][N:4]=1)(=[NH:42])[NH2:2]. The catalyst class is: 24. (3) Reactant: Cl[C:2]1[C:11]2[C:6](=[CH:7][C:8]([O:14][CH3:15])=[C:9]([O:12][CH3:13])[CH:10]=2)[N:5]=[CH:4][C:3]=1[C:16]([NH2:18])=[O:17].[Cl:19][C:20]1[C:21]([CH3:27])=[C:22]([CH:24]=[CH:25][CH:26]=1)[NH2:23].C(O)(=O)C.[OH-].[Na+]. Product: [Cl:19][C:20]1[C:21]([CH3:27])=[C:22]([CH:24]=[CH:25][CH:26]=1)[NH:23][C:2]1[C:11]2[C:6](=[CH:7][C:8]([O:14][CH3:15])=[C:9]([O:12][CH3:13])[CH:10]=2)[N:5]=[CH:4][C:3]=1[C:16]([NH2:18])=[O:17]. The catalyst class is: 18. (4) Reactant: [CH2:1]([O:3][P:4]([CH2:9][C:10]1[CH:15]=[CH:14][C:13]([NH:16][C:17]2[N:22]=[C:21]([NH:23][C:24]3[CH:29]=[CH:28][CH:27]=[CH:26][C:25]=3[C:30](=[O:33])[NH:31][CH3:32])[C:20]([C:34]([F:37])([F:36])[F:35])=[CH:19][N:18]=2)=[C:12]([O:38][CH3:39])[CH:11]=1)(=[O:8])[O:5]CC)[CH3:2]. Product: [CH3:39][O:38][C:12]1[CH:11]=[C:10]([CH:15]=[CH:14][C:13]=1[NH:16][C:17]1[N:22]=[C:21]([NH:23][C:24]2[CH:29]=[CH:28][CH:27]=[CH:26][C:25]=2[C:30](=[O:33])[NH:31][CH3:32])[C:20]([C:34]([F:36])([F:35])[F:37])=[CH:19][N:18]=1)[CH2:9][P:4](=[O:5])([OH:8])[O:3][CH2:1][CH3:2]. The catalyst class is: 33. (5) Reactant: [CH3:1][O:2][C:3]1[CH:59]=[CH:58][C:6]([CH2:7][O:8][C:9](=[O:57])[CH2:10][CH2:11][CH2:12][CH2:13][CH2:14][CH2:15][CH2:16][CH2:17][CH2:18][CH2:19][CH2:20][CH2:21][CH2:22][CH2:23][C:24](=[O:56])[N:25]([CH2:31][C:32]2[CH:37]=[C:36]([O:38][CH2:39][C:40]([O:42][C:43]([CH3:46])([CH3:45])[CH3:44])=[O:41])[CH:35]=[C:34]([O:47][CH2:48][C:49]([O:51][C:52]([CH3:55])([CH3:54])[CH3:53])=[O:50])[CH:33]=2)[CH2:26][CH2:27][C:28]([OH:30])=[O:29])=[CH:5][CH:4]=1.C(N(C(C)C)CC)(C)C.[B-](F)(F)(F)F.CN(C(O[N:82]1[C:87](=[O:88])[CH2:86][CH2:85][C:83]1=[O:84])=[N+](C)C)C. Product: [CH3:1][O:2][C:3]1[CH:4]=[CH:5][C:6]([CH2:7][O:8][C:9](=[O:57])[CH2:10][CH2:11][CH2:12][CH2:13][CH2:14][CH2:15][CH2:16][CH2:17][CH2:18][CH2:19][CH2:20][CH2:21][CH2:22][CH2:23][C:24](=[O:56])[N:25]([CH2:31][C:32]2[CH:33]=[C:34]([O:47][CH2:48][C:49]([O:51][C:52]([CH3:53])([CH3:55])[CH3:54])=[O:50])[CH:35]=[C:36]([O:38][CH2:39][C:40]([O:42][C:43]([CH3:44])([CH3:45])[CH3:46])=[O:41])[CH:37]=2)[CH2:26][CH2:27][C:28]([O:30][N:82]2[C:87](=[O:88])[CH2:86][CH2:85][C:83]2=[O:84])=[O:29])=[CH:58][CH:59]=1. The catalyst class is: 1. (6) Reactant: [C:1]([C:4]1[C:22](=[O:23])[C@@:8]2([CH3:24])[C:9]3[C:15]([OH:16])=[CH:14][C:13]([O:17][CH3:18])=[C:12]([C:19]([NH2:21])=[O:20])[C:10]=3[O:11][C:7]2=[CH:6][C:5]=1[OH:25])(=[O:3])[CH3:2].[CH3:26][C:27]1[CH:28]=[C:29]([CH:32]=[CH:33][C:34]=1[CH3:35])[CH:30]=O.C([SiH](CC)CC)C.FC(F)(F)C(O)=O. Product: [C:1]([C:4]1[C:22](=[O:23])[C@@:8]2([CH3:24])[C:9]3[C:15]([OH:16])=[CH:14][C:13]([O:17][CH3:18])=[C:12]([C:19]([NH:21][CH2:30][C:29]4[CH:32]=[CH:33][C:34]([CH3:35])=[C:27]([CH3:26])[CH:28]=4)=[O:20])[C:10]=3[O:11][C:7]2=[CH:6][C:5]=1[OH:25])(=[O:3])[CH3:2]. The catalyst class is: 10.